Dataset: Reaction yield outcomes from USPTO patents with 853,638 reactions. Task: Predict the reaction yield, written as a fraction of the theoretical maximum amount of product (1.0 means a 100% yield; for example, 0.34 means a 34% yield). (1) The reactants are [Si]([O:8][C@H:9]1[CH2:14][CH2:13][C@H:12]([N:15]2[C:20](=[O:21])[C:19]([CH2:22][C:23]3[CH:28]=[CH:27][C:26]([C:29]4[C:30]([C:35]#[N:36])=[CH:31][CH:32]=[CH:33][CH:34]=4)=[CH:25][CH:24]=3)=[C:18]([CH2:37][CH2:38][CH3:39])[N:17]3[N:40]=[CH:41][C:42]([F:43])=[C:16]23)[CH2:11][CH2:10]1)(C(C)(C)C)(C)C.[F-].C([N+](CCCC)(CCCC)CCCC)CCC.[C:62]([O:65][CH2:66][CH3:67])(=[O:64])[CH3:63].[Cl-].[NH4+]. The catalyst is O1CCCC1. The product is [CH2:66]([O:65][C:62](=[O:64])[CH2:63][O:8][C@H:9]1[CH2:10][CH2:11][C@H:12]([N:15]2[C:20](=[O:21])[C:19]([CH2:22][C:23]3[CH:28]=[CH:27][C:26]([C:29]4[CH:34]=[CH:33][CH:32]=[CH:31][C:30]=4[C:35]#[N:36])=[CH:25][CH:24]=3)=[C:18]([CH2:37][CH2:38][CH3:39])[N:17]3[N:40]=[CH:41][C:42]([F:43])=[C:16]23)[CH2:13][CH2:14]1)[CH3:67]. The yield is 0.420. (2) The yield is 0.148. The product is [Cl:8][C:5]1[N:6]=[CH:7][C:2]2[C:25]([CH3:26])=[C:24]([CH:23]([OH:27])[CH3:22])[N:9]([CH:10]3[CH2:14][CH2:13][CH2:12][CH2:11]3)[C:3]=2[N:4]=1. The catalyst is CN(C=O)C.C([O-])(=O)C.[Pd+2].C([O-])(=O)C. The reactants are Br[C:2]1[C:3]([NH:9][CH:10]2[CH2:14][CH2:13][CH2:12][CH2:11]2)=[N:4][C:5]([Cl:8])=[N:6][CH:7]=1.[Cl-].[Li+].C([O-])(=O)C.[K+].[CH3:22][CH:23]([OH:27])[C:24]#[C:25][CH3:26]. (3) The reactants are FC(F)(F)C(O)=O.[C:8]1([C:14]2[CH:19]=[C:18]([CH:20]3[CH2:25][CH2:24][NH:23][CH2:22][CH2:21]3)[CH:17]=[CH:16][C:15]=2[NH:26][C:27]([C:29]2[N:30]([CH2:36][O:37][CH2:38][CH2:39][Si:40]([CH3:43])([CH3:42])[CH3:41])[CH:31]=[C:32]([C:34]#[N:35])[N:33]=2)=[O:28])[CH2:13][CH2:12][CH2:11][CH2:10][CH:9]=1.CCN(C(C)C)C(C)C.ClC(Cl)(O[C:57](=[O:63])OC(Cl)(Cl)Cl)Cl.[NH2:65][CH2:66][CH2:67][OH:68]. The catalyst is C(Cl)Cl.C1COCC1.CCOC(C)=O. The product is [OH:68][CH2:67][CH2:66][NH:65][C:57]([N:23]1[CH2:24][CH2:25][CH:20]([C:18]2[CH:17]=[CH:16][C:15]([NH:26][C:27]([C:29]3[N:30]([CH2:36][O:37][CH2:38][CH2:39][Si:40]([CH3:43])([CH3:42])[CH3:41])[CH:31]=[C:32]([C:34]#[N:35])[N:33]=3)=[O:28])=[C:14]([C:8]3[CH2:13][CH2:12][CH2:11][CH2:10][CH:9]=3)[CH:19]=2)[CH2:21][CH2:22]1)=[O:63]. The yield is 0.830. (4) The reactants are Br[CH2:2][C:3]([C:5]1[CH:10]=[CH:9][CH:8]=[CH:7][CH:6]=1)=O.[NH2:11][C:12]1[C:17]([N+:18]([O-:20])=[O:19])=[CH:16][CH:15]=[CH:14][C:13]=1[OH:21].C([O-])([O-])=O.[K+].[K+].CCOC(C)=O. The catalyst is CC#N. The product is [N+:18]([C:17]1[C:12]2[N:11]=[C:3]([C:5]3[CH:10]=[CH:9][CH:8]=[CH:7][CH:6]=3)[CH2:2][O:21][C:13]=2[CH:14]=[CH:15][CH:16]=1)([O-:20])=[O:19]. The yield is 1.00.